Dataset: NCI-60 drug combinations with 297,098 pairs across 59 cell lines. Task: Regression. Given two drug SMILES strings and cell line genomic features, predict the synergy score measuring deviation from expected non-interaction effect. (1) Drug 1: CC(C1=C(C=CC(=C1Cl)F)Cl)OC2=C(N=CC(=C2)C3=CN(N=C3)C4CCNCC4)N. Drug 2: CS(=O)(=O)OCCCCOS(=O)(=O)C. Cell line: SF-295. Synergy scores: CSS=20.7, Synergy_ZIP=-6.35, Synergy_Bliss=-2.20, Synergy_Loewe=-15.2, Synergy_HSA=0.202. (2) Drug 1: CC1OCC2C(O1)C(C(C(O2)OC3C4COC(=O)C4C(C5=CC6=C(C=C35)OCO6)C7=CC(=C(C(=C7)OC)O)OC)O)O. Drug 2: C1=CN(C=N1)CC(O)(P(=O)(O)O)P(=O)(O)O. Cell line: U251. Synergy scores: CSS=1.26, Synergy_ZIP=-12.8, Synergy_Bliss=-32.2, Synergy_Loewe=-50.4, Synergy_HSA=-31.3. (3) Drug 1: CC(C)(C1=NC(=CC=C1)N2C3=NC(=NC=C3C(=O)N2CC=C)NC4=CC=C(C=C4)N5CCN(CC5)C)O. Drug 2: C1CC(CNC1)C2=CC=C(C=C2)N3C=C4C=CC=C(C4=N3)C(=O)N. Cell line: NCIH23. Synergy scores: CSS=79.1, Synergy_ZIP=6.59, Synergy_Bliss=5.40, Synergy_Loewe=2.57, Synergy_HSA=9.41. (4) Drug 1: CC1=CC2C(CCC3(C2CCC3(C(=O)C)OC(=O)C)C)C4(C1=CC(=O)CC4)C. Drug 2: CC1C(C(=O)NC(C(=O)N2CCCC2C(=O)N(CC(=O)N(C(C(=O)O1)C(C)C)C)C)C(C)C)NC(=O)C3=C4C(=C(C=C3)C)OC5=C(C(=O)C(=C(C5=N4)C(=O)NC6C(OC(=O)C(N(C(=O)CN(C(=O)C7CCCN7C(=O)C(NC6=O)C(C)C)C)C)C(C)C)C)N)C. Cell line: NCI-H226. Synergy scores: CSS=-0.421, Synergy_ZIP=6.26, Synergy_Bliss=10.5, Synergy_Loewe=5.00, Synergy_HSA=4.75. (5) Drug 1: CN(C)C1=NC(=NC(=N1)N(C)C)N(C)C. Drug 2: C1CNP(=O)(OC1)N(CCCl)CCCl. Cell line: RPMI-8226. Synergy scores: CSS=-8.33, Synergy_ZIP=4.68, Synergy_Bliss=-0.515, Synergy_Loewe=-10.5, Synergy_HSA=-10.1.